From a dataset of Full USPTO retrosynthesis dataset with 1.9M reactions from patents (1976-2016). Predict the reactants needed to synthesize the given product. (1) Given the product [C:26]([O:25][C:23]([N:19]1[CH2:20][CH2:21][CH2:22][C@H:17]([NH:16][CH2:2][CH2:3][C:4]([C:9]2[CH:14]=[CH:13][C:12]([F:15])=[CH:11][CH:10]=2)([OH:8])[CH2:5][CH:6]=[CH2:7])[CH2:18]1)=[O:24])([CH3:29])([CH3:27])[CH3:28], predict the reactants needed to synthesize it. The reactants are: Cl[CH2:2][CH2:3][C:4]([C:9]1[CH:14]=[CH:13][C:12]([F:15])=[CH:11][CH:10]=1)([OH:8])[CH2:5][CH:6]=[CH2:7].[NH2:16][C@H:17]1[CH2:22][CH2:21][CH2:20][N:19]([C:23]([O:25][C:26]([CH3:29])([CH3:28])[CH3:27])=[O:24])[CH2:18]1.C([O-])([O-])=O.[K+].[K+]. (2) Given the product [F:24][C:18]1[C:17]([C:13]2[CH:12]=[C:11]([N:9]3[CH:10]=[C:6]([C:4]([OH:5])=[O:3])[N:7]=[CH:8]3)[CH:16]=[CH:15][CH:14]=2)=[C:22]([F:23])[CH:21]=[CH:20][N:19]=1, predict the reactants needed to synthesize it. The reactants are: C([O:3][C:4]([C:6]1[N:7]=[CH:8][N:9]([C:11]2[CH:16]=[CH:15][CH:14]=[C:13]([C:17]3[C:18]([F:24])=[N:19][CH:20]=[CH:21][C:22]=3[F:23])[CH:12]=2)[CH:10]=1)=[O:5])C.[OH-].[K+]. (3) Given the product [CH2:25]([C:13]1[NH:12][C:11]2[C:10]([CH:14]=1)=[CH:9][C:4]([C:5]([O:7][CH3:8])=[O:6])=[CH:3][CH:2]=2)[C:19]1[CH:24]=[CH:23][CH:22]=[CH:21][CH:20]=1, predict the reactants needed to synthesize it. The reactants are: I[C:2]1[CH:3]=[C:4]([CH:9]=[CH:10][C:11]=1[NH:12][C:13](=O)[C:14](F)(F)F)[C:5]([O:7][CH3:8])=[O:6].[C:19]1([CH2:25]C#C)[CH:24]=[CH:23][CH:22]=[CH:21][CH:20]=1. (4) Given the product [CH2:30]([O:29][C:27]([C:26]1[C:25]([CH3:32])=[N:1][C:2]2[C:3]([C:22]=1[NH2:23])=[C:4]([O:5][CH2:6][CH:7]1[CH2:12][CH2:11][CH:10]([C:13](=[O:14])[NH:15][CH:16]([CH3:18])[CH3:17])[CH2:9][CH2:8]1)[CH:19]=[CH:20][CH:21]=2)=[O:28])[CH3:31], predict the reactants needed to synthesize it. The reactants are: [NH2:1][C:2]1[C:3]([C:22]#[N:23])=[C:4]([CH:19]=[CH:20][CH:21]=1)[O:5][CH2:6][CH:7]1[CH2:12][CH2:11][CH:10]([C:13]([NH:15][CH:16]([CH3:18])[CH3:17])=[O:14])[CH2:9][CH2:8]1.O=[C:25]([CH3:32])[CH2:26][C:27]([O:29][CH2:30][CH3:31])=[O:28].